Dataset: NCI-60 drug combinations with 297,098 pairs across 59 cell lines. Task: Regression. Given two drug SMILES strings and cell line genomic features, predict the synergy score measuring deviation from expected non-interaction effect. (1) Drug 1: CN1CCC(CC1)COC2=C(C=C3C(=C2)N=CN=C3NC4=C(C=C(C=C4)Br)F)OC. Drug 2: B(C(CC(C)C)NC(=O)C(CC1=CC=CC=C1)NC(=O)C2=NC=CN=C2)(O)O. Cell line: PC-3. Synergy scores: CSS=5.70, Synergy_ZIP=-3.61, Synergy_Bliss=0.113, Synergy_Loewe=0.264, Synergy_HSA=0.551. (2) Drug 1: C1=CC(=CC=C1CCC2=CNC3=C2C(=O)NC(=N3)N)C(=O)NC(CCC(=O)O)C(=O)O. Drug 2: CC1CCC2CC(C(=CC=CC=CC(CC(C(=O)C(C(C(=CC(C(=O)CC(OC(=O)C3CCCCN3C(=O)C(=O)C1(O2)O)C(C)CC4CCC(C(C4)OC)OCCO)C)C)O)OC)C)C)C)OC. Cell line: ACHN. Synergy scores: CSS=29.2, Synergy_ZIP=-7.24, Synergy_Bliss=-4.87, Synergy_Loewe=3.26, Synergy_HSA=4.19.